From a dataset of Forward reaction prediction with 1.9M reactions from USPTO patents (1976-2016). Predict the product of the given reaction. (1) Given the reactants Cl.[CH:2]([N:5]1[C:9]([C:10]2[N:19]=[C:18]3[N:12]([CH2:13][CH2:14][O:15][C:16]4[CH:23]=[C:22]([C@H:24]5[CH2:29][CH2:28][NH:27][CH2:26][C@H:25]5[OH:30])[CH:21]=[CH:20][C:17]=43)[CH:11]=2)=[N:8][CH:7]=[N:6]1)([CH3:4])[CH3:3].[CH3:31][N:32]([CH3:37])[C:33](=[O:36])[CH2:34]Cl, predict the reaction product. The product is: [OH:30][C@H:25]1[C@@H:24]([C:22]2[CH:21]=[CH:20][C:17]3[C:18]4[N:12]([CH:11]=[C:10]([C:9]5[N:5]([CH:2]([CH3:4])[CH3:3])[N:6]=[CH:7][N:8]=5)[N:19]=4)[CH2:13][CH2:14][O:15][C:16]=3[CH:23]=2)[CH2:29][CH2:28][N:27]([CH2:34][C:33]([N:32]([CH3:37])[CH3:31])=[O:36])[CH2:26]1. (2) Given the reactants Cl.[NH2:2][C:3]1[CH:4]=[C:5]([NH:10][C:11](=[O:23])[C:12]2[CH:17]=[CH:16][CH:15]=[C:14]([C:18]([C:21]#[N:22])([CH3:20])[CH3:19])[CH:13]=2)[CH:6]=[CH:7][C:8]=1[CH3:9].C[Al](C)C.[CH2:28]([N:30]([C:37]1[C:45]2[C:40](=[N:41][CH:42]=[CH:43][N:44]=2)[S:39][C:38]=1[C:46]([O-])=[O:47])C(=O)C(F)(F)F)[CH3:29], predict the reaction product. The product is: [C:21]([C:18]([C:14]1[CH:13]=[C:12]([CH:17]=[CH:16][CH:15]=1)[C:11]([NH:10][C:5]1[CH:6]=[CH:7][C:8]([CH3:9])=[C:3]([NH:2][C:46]([C:38]2[S:39][C:40]3=[N:41][CH:42]=[CH:43][N:44]=[C:45]3[C:37]=2[NH:30][CH2:28][CH3:29])=[O:47])[CH:4]=1)=[O:23])([CH3:20])[CH3:19])#[N:22]. (3) The product is: [Cl:1][C:2]1[C:11]2[CH2:10][CH2:9][CH2:8][CH2:7][C:6]=2[N+:5]([O-:21])=[C:4]([CH3:12])[CH:3]=1. Given the reactants [Cl:1][C:2]1[C:11]2[CH2:10][CH2:9][CH2:8][CH2:7][C:6]=2[N:5]=[C:4]([CH3:12])[CH:3]=1.ClC1C=CC=C(C(OO)=[O:21])C=1.O.[OH-].[Na+], predict the reaction product. (4) Given the reactants C(OC([N:11]1[CH2:16][CH2:15][NH:14][C:13](=[O:17])[CH2:12]1)=O)C1C=CC=CC=1.Br[CH2:19][C:20]1[CH:21]=[C:22]2[C:27](=[CH:28][CH:29]=1)[N:26]=[C:25](Cl)[CH:24]=[CH:23]2.C1COCC1.[H-].[Na+].C[N:39](C=O)C, predict the reaction product. The product is: [NH2:39][C:25]1[CH:24]=[CH:23][C:22]2[C:27](=[CH:28][CH:29]=[C:20]([CH2:19][N:14]3[CH2:15][CH2:16][NH:11][CH2:12][C:13]3=[O:17])[CH:21]=2)[N:26]=1. (5) Given the reactants Br[C:2](Br)=[CH:3][C:4]1[CH:9]=[CH:8][CH:7]=[C:6]([CH3:10])[C:5]=1[NH2:11].[C:13]1(B(O)O)[CH:18]=[CH:17][CH:16]=[CH:15][CH:14]=1.[O-]P([O-])([O-])=O.[K+].[K+].[K+].O, predict the reaction product. The product is: [CH3:10][C:6]1[CH:7]=[CH:8][CH:9]=[C:4]2[C:5]=1[NH:11][C:2]([C:13]1[CH:18]=[CH:17][CH:16]=[CH:15][CH:14]=1)=[CH:3]2. (6) Given the reactants ClC(Cl)(Cl)C[O:4][C:5](=[O:36])[C:6]1[CH:11]=[CH:10][CH:9]=[CH:8][C:7]=1[CH2:12][S:13][C:14]1[CH:19]=[CH:18][CH:17]=[C:16]([CH:20]([C:31]([O:33][CH2:34][CH3:35])=[O:32])[C:21]2[CH:26]=[CH:25][C:24]([C:27]([F:30])([F:29])[F:28])=[CH:23][CH:22]=2)[CH:15]=1.CC(O)=O.C(Cl)Cl, predict the reaction product. The product is: [F:30][C:27]([F:28])([F:29])[C:24]1[CH:23]=[CH:22][C:21]([CH:20]([C:31]([O:33][CH2:34][CH3:35])=[O:32])[C:16]2[CH:15]=[C:14]([S:13][CH2:12][C:7]3[CH:8]=[CH:9][CH:10]=[CH:11][C:6]=3[C:5]([OH:36])=[O:4])[CH:19]=[CH:18][CH:17]=2)=[CH:26][CH:25]=1. (7) Given the reactants C(OC(=O)[NH:7][CH:8]1[CH2:13][CH2:12][N:11]([CH2:14][CH2:15][N:16]2[C:25]3[C:20](=[CH:21][CH:22]=[C:23]([C:26]#[N:27])[CH:24]=3)[N:19]=[CH:18][C:17]2=[O:28])[CH2:10][CH2:9]1)(C)(C)C.C(O)(C(F)(F)F)=O.NC1CCN(CCN2C3C(=CC(C#N)=CC=3)N=CC2=O)CC1, predict the reaction product. The product is: [NH2:7][CH:8]1[CH2:13][CH2:12][N:11]([CH2:14][CH2:15][N:16]2[C:25]3[C:20](=[CH:21][CH:22]=[C:23]([C:26]#[N:27])[CH:24]=3)[N:19]=[CH:18][C:17]2=[O:28])[CH2:10][CH2:9]1.